Dataset: Full USPTO retrosynthesis dataset with 1.9M reactions from patents (1976-2016). Task: Predict the reactants needed to synthesize the given product. (1) Given the product [Br:1][C:2]1[C:11]([O:12][CH2:13][C:14]2[NH:37][N:36]=[N:35][N:15]=2)=[CH:10][CH:9]=[C:8]2[C:3]=1[CH:4]=[CH:5][C:6]([CH2:16][N:17]([CH3:34])[C:18]([C:20]1[CH:21]=[N:22][N:23]([C:28]3[CH:29]=[CH:30][CH:31]=[CH:32][CH:33]=3)[C:24]=1[CH2:25][CH2:26][CH3:27])=[O:19])=[CH:7]2, predict the reactants needed to synthesize it. The reactants are: [Br:1][C:2]1[C:11]([O:12][CH2:13][C:14]#[N:15])=[CH:10][CH:9]=[C:8]2[C:3]=1[CH:4]=[CH:5][C:6]([CH2:16][N:17]([CH3:34])[C:18]([C:20]1[CH:21]=[N:22][N:23]([C:28]3[CH:33]=[CH:32][CH:31]=[CH:30][CH:29]=3)[C:24]=1[CH2:25][CH2:26][CH3:27])=[O:19])=[CH:7]2.[N-:35]=[N+:36]=[N-:37].[Na+].[Cl-].[NH4+].[OH-].[Na+]. (2) Given the product [NH2:1][C:2]1[C:10]([N+:11]([O-:13])=[O:12])=[CH:9][CH:8]=[CH:7][C:3]=1[CH2:4][OH:5], predict the reactants needed to synthesize it. The reactants are: [NH2:1][C:2]1[C:10]([N+:11]([O-:13])=[O:12])=[CH:9][CH:8]=[CH:7][C:3]=1[C:4](O)=[O:5].[BH4-].[Na+].B(F)(F)F.CCOCC.CO. (3) Given the product [CH3:5][C:6]1[CH:17]=[CH:16][C:9]2[N:10]=[C:11]([OH:2])[N:12]=[N+:13]([O-:14])[C:8]=2[CH:7]=1, predict the reactants needed to synthesize it. The reactants are: N([O-])=[O:2].[Na+].[CH3:5][C:6]1[CH:17]=[CH:16][C:9]2[N:10]=[C:11](N)[N:12]=[N+:13]([O-:14])[C:8]=2[CH:7]=1. (4) Given the product [CH3:31][N:19]([CH2:20][C:21]1[N:22]([CH3:30])[C:23]2[C:28]([CH:29]=1)=[CH:27][CH:26]=[CH:25][CH:24]=2)[C:18](/[CH:17]=[CH:16]/[C:13]1[CH:14]=[N:15][C:9]2[NH:8][C:7](=[O:33])[N:6]([CH2:5][C:4]([OH:34])=[O:3])[CH2:11][C:10]=2[CH:12]=1)=[O:32], predict the reactants needed to synthesize it. The reactants are: C([O:3][C:4](=[O:34])[CH2:5][N:6]1[CH2:11][C:10]2[CH:12]=[C:13](/[CH:16]=[CH:17]/[C:18](=[O:32])[N:19]([CH3:31])[CH2:20][C:21]3[N:22]([CH3:30])[C:23]4[C:28]([CH:29]=3)=[CH:27][CH:26]=[CH:25][CH:24]=4)[CH:14]=[N:15][C:9]=2[NH:8][C:7]1=[O:33])C.[OH-].[Na+]. (5) Given the product [C:3]([NH:6][C:7]1[CH:8]=[C:9]([CH:10]=[CH:11][CH:12]=1)[O:13][CH2:17][C:18]1[CH:19]=[CH:20][CH:21]=[CH:22][C:23]=1[C:14]([OH:16])=[O:15])(=[O:5])[CH3:4], predict the reactants needed to synthesize it. The reactants are: [H-].[Na+].[C:3]([NH:6][C:7]1[CH:8]=[C:9]([OH:13])[CH:10]=[CH:11][CH:12]=1)(=[O:5])[CH3:4].[C:14]1([C:23]2[C:18](=[CH:19][CH:20]=[CH:21][CH:22]=2)[CH2:17][O:16]1)=[O:15].